The task is: Predict the reaction yield, written as a fraction of the theoretical maximum amount of product (1.0 means a 100% yield; for example, 0.34 means a 34% yield).. This data is from Reaction yield outcomes from USPTO patents with 853,638 reactions. (1) The catalyst is CN(C=O)C. The yield is 0.540. The product is [Cl:28][C:22]1[CH:23]=[CH:24][N:25]=[C:26]2[C:21]=1[N:20]=[CH:19][C:18]([O:17][CH2:16][CH2:15][N:5]1[CH2:6][CH2:7][C@@H:3]([F:2])[CH2:4]1)=[CH:27]2. The reactants are Cl.[F:2][C@@H:3]1[CH2:7][CH2:6][NH:5][CH2:4]1.C(=O)([O-])[O-].[K+].[K+].Br[CH2:15][CH2:16][O:17][C:18]1[CH:19]=[N:20][C:21]2[C:26]([CH:27]=1)=[N:25][CH:24]=[CH:23][C:22]=2[Cl:28].[I-].[Na+]. (2) The reactants are [NH2:1][C:2]1[N:3]=[CH:4][C:5]([C:8]2[C:13]([F:14])=[CH:12][C:11]([C:15]3[C:16]([OH:21])=[CH:17][CH:18]=[CH:19][CH:20]=3)=[CH:10][CH:9]=2)=[N:6][CH:7]=1.CN(C=O)C.C([O-])([O-])=O.[Cs+].[Cs+].Br[CH2:34][C:35]([O:37][CH3:38])=[O:36]. The catalyst is O. The product is [NH2:1][C:2]1[N:3]=[CH:4][C:5]([C:8]2[CH:9]=[CH:10][C:11]([C:15]3[CH:20]=[CH:19][CH:18]=[CH:17][C:16]=3[O:21][CH2:34][C:35]([O:37][CH3:38])=[O:36])=[CH:12][C:13]=2[F:14])=[N:6][CH:7]=1. The yield is 0.720. (3) The catalyst is O. The product is [CH3:1][C@H:2]1[C@@H:7]([N:8]([C:10]2[N:18]=[CH:17][N:16]=[C:15]3[C:11]=2[CH:12]=[CH:13][NH:14]3)[CH3:9])[CH2:6][N:5]([C:19]([CH2:21][C:22]#[N:23])=[O:20])[CH2:4][CH2:3]1.[CH2:33]([C:28]([OH:29])([C:30]([OH:32])=[O:31])[CH2:27][C:26]([OH:38])=[O:37])[C:34]([OH:36])=[O:35]. The yield is 0.940. The reactants are [CH3:1][C@H:2]1[C@@H:7]([N:8]([C:10]2[N:18]=[CH:17][N:16]=[C:15]3[C:11]=2[CH:12]=[CH:13][NH:14]3)[CH3:9])[CH2:6][N:5]([C:19]([CH2:21][C:22]#[N:23])=[O:20])[CH2:4][CH2:3]1.Cl.O.[C:26]([OH:38])(=[O:37])[CH2:27][C:28]([CH2:33][C:34]([OH:36])=[O:35])([C:30]([OH:32])=[O:31])[OH:29].C([O-])(=O)C.[NH4+]. (4) The reactants are Br[C:2]1[NH:3][C:4]2[C:9]([C:10]=1[CH:11]1[CH2:16][CH2:15][CH2:14][CH2:13][CH2:12]1)=[CH:8][CH:7]=[C:6]([C:17]([O:19][CH3:20])=[O:18])[CH:5]=2.[Cl:21][C:22]1[CH:23]=[CH:24][C:25](B2OC(C)(C)C(C)(C)O2)=[C:26]([NH2:28])[CH:27]=1.C(=O)([O-])O.[Na+]. The catalyst is COCCOC.O.C1C=CC([P]([Pd]([P](C2C=CC=CC=2)(C2C=CC=CC=2)C2C=CC=CC=2)([P](C2C=CC=CC=2)(C2C=CC=CC=2)C2C=CC=CC=2)[P](C2C=CC=CC=2)(C2C=CC=CC=2)C2C=CC=CC=2)(C2C=CC=CC=2)C2C=CC=CC=2)=CC=1. The product is [NH2:28][C:26]1[CH:27]=[C:22]([Cl:21])[CH:23]=[CH:24][C:25]=1[C:2]1[NH:3][C:4]2[C:9]([C:10]=1[CH:11]1[CH2:16][CH2:15][CH2:14][CH2:13][CH2:12]1)=[CH:8][CH:7]=[C:6]([C:17]([O:19][CH3:20])=[O:18])[CH:5]=2. The yield is 1.00. (5) The reactants are [CH:1]1([CH2:6][CH:7]([C:11]2[CH:21]=[CH:20][C:14]3[S:15](=[O:19])(=[O:18])[CH:16]=[CH:17][C:13]=3[CH:12]=2)[C:8]([OH:10])=O)[CH2:5][CH2:4][CH2:3][CH2:2]1.C(Cl)(=O)C(Cl)=O.[NH2:28][C:29]1[CH:33]=[CH:32][N:31]([CH2:34][C:35]([CH3:38])([OH:37])[CH3:36])[N:30]=1.N1C(C)=CC=CC=1C. The catalyst is C(Cl)Cl.CN(C)C=O. The product is [CH:1]1([CH2:6][CH:7]([C:11]2[CH:21]=[CH:20][C:14]3[S:15](=[O:19])(=[O:18])[CH:16]=[CH:17][C:13]=3[CH:12]=2)[C:8]([NH:28][C:29]2[CH:33]=[CH:32][N:31]([CH2:34][C:35]([OH:37])([CH3:36])[CH3:38])[N:30]=2)=[O:10])[CH2:2][CH2:3][CH2:4][CH2:5]1. The yield is 0.430. (6) The reactants are [NH2:1][C@@H:2]1[CH2:7][CH2:6][C@H:5]([C:8]([OH:10])=O)[CH2:4][CH2:3]1. The catalyst is C(Cl)Cl. The product is [CH:2]12[CH2:7][CH2:6][CH:5]([CH2:4][CH2:3]1)[C:8](=[O:10])[NH:1]2. The yield is 0.863.